Task: Predict the reactants needed to synthesize the given product.. Dataset: Full USPTO retrosynthesis dataset with 1.9M reactions from patents (1976-2016) (1) Given the product [N+:19]([C:16]1[CH:17]=[CH:18][C:11]2[S:3][CH:2]=[CH:13][C:12]=2[CH:15]=1)([O-:21])=[O:20], predict the reactants needed to synthesize it. The reactants are: C(OC)(=O)[CH2:2][SH:3].C[O-].[Na+].Cl[C:11]1[CH:18]=[CH:17][C:16]([N+:19]([O-:21])=[O:20])=[CH:15][C:12]=1[CH:13]=O.[OH-].[Na+].Cl. (2) The reactants are: [OH:1][C:2]1[CH:7]=[CH:6][C:5]([S:8][CH2:9][CH2:10][CH2:11][C:12]([OH:14])=O)=[CH:4][CH:3]=1.[CH3:15][O:16][C:17]1[CH:25]=[CH:24][CH:23]=[CH:22][C:18]=1[CH2:19][NH:20][CH3:21]. Given the product [OH:1][C:2]1[CH:3]=[CH:4][C:5]([S:8][CH2:9][CH2:10][CH2:11][C:12]([N:20]([CH2:19][C:18]2[CH:22]=[CH:23][CH:24]=[CH:25][C:17]=2[O:16][CH3:15])[CH3:21])=[O:14])=[CH:6][CH:7]=1, predict the reactants needed to synthesize it. (3) Given the product [CH:1]([C:4]1[CH:9]=[CH:8][C:7]([S:10]([C:13]2[CH:14]=[CH:15][CH:16]=[CH:17][CH:18]=2)(=[O:11])=[O:12])=[CH:6][C:5]=1[S:19]([NH:22][CH:23]1[CH2:28][CH2:27][CH2:26][CH:25]([C:29]([OH:31])=[O:30])[CH2:24]1)(=[O:21])=[O:20])([CH3:3])[CH3:2], predict the reactants needed to synthesize it. The reactants are: [CH:1]([C:4]1[CH:9]=[CH:8][C:7]([S:10]([C:13]2[CH:18]=[CH:17][CH:16]=[CH:15][CH:14]=2)(=[O:12])=[O:11])=[CH:6][C:5]=1[S:19]([NH:22][CH:23]1[CH2:28][CH2:27][CH2:26][CH:25]([C:29]([O:31]C)=[O:30])[CH2:24]1)(=[O:21])=[O:20])([CH3:3])[CH3:2].[OH-].[Na+]. (4) The reactants are: [NH:1]1[C:9]2[C:4](=[CH:5][CH:6]=[CH:7][CH:8]=2)[CH2:3][C:2]1=[O:10].[Li+].C[Si]([N-][Si](C)(C)C)(C)C.C1COCC1.[C:26]([C:28]1[CH:29]=[C:30]2[C:35](=[CH:36][CH:37]=1)[C:33](=O)[O:32][CH2:31]2)#[N:27].Cl. Given the product [O:10]=[C:2]1[C:3](=[C:33]2[C:35]3[C:30](=[CH:29][C:28]([C:26]#[N:27])=[CH:37][CH:36]=3)[CH2:31][O:32]2)[C:4]2[C:9](=[CH:8][CH:7]=[CH:6][CH:5]=2)[NH:1]1, predict the reactants needed to synthesize it. (5) Given the product [CH3:14][N:13]([CH3:15])[C:9]1[CH:8]=[C:7]([C:5](=[N:2][OH:3])[NH2:6])[CH:12]=[CH:11][N:10]=1, predict the reactants needed to synthesize it. The reactants are: Cl.[NH2:2][OH:3].[Na].[C:5]([C:7]1[CH:12]=[CH:11][N:10]=[C:9]([N:13]([CH3:15])[CH3:14])[CH:8]=1)#[N:6]. (6) Given the product [C:8]([O:7][C:5]([NH:12][C@H:13]([CH3:14])[C:15]([O:17][C@@H:21]([CH3:22])[CH2:20][O:19][CH3:18])=[O:16])=[O:6])([CH3:11])([CH3:9])[CH3:10], predict the reactants needed to synthesize it. The reactants are: C(Cl)CCl.[C:5]([NH:12][C@H:13]([C:15]([OH:17])=[O:16])[CH3:14])([O:7][C:8]([CH3:11])([CH3:10])[CH3:9])=[O:6].[CH3:18][O:19][CH2:20][C@H:21](O)[CH3:22].